Dataset: Forward reaction prediction with 1.9M reactions from USPTO patents (1976-2016). Task: Predict the product of the given reaction. (1) Given the reactants C([O:3][C:4](=O)[C:5]([F:13])([F:12])[C:6]1[CH:11]=[CH:10][CH:9]=[CH:8][N:7]=1)C.[BH4-].[Na+], predict the reaction product. The product is: [F:13][C:5]([F:12])([C:6]1[CH:11]=[CH:10][CH:9]=[CH:8][N:7]=1)[CH2:4][OH:3]. (2) Given the reactants [CH2:1]([N:8]1[C:16]2[C:11](=[N:12][C:13]([N:17](C(OC(C)(C)C)=O)[NH:18]C(OC(C)(C)C)=O)=[CH:14][CH:15]=2)[CH:10]=[C:9]1[C:33]1[N:34]=[CH:35][N:36]([C:38](C2C=CC=CC=2)(C2C=CC=CC=2)[C:39]2C=CC=C[CH:40]=2)[CH:37]=1)[C:2]1[CH:7]=[CH:6][CH:5]=[CH:4][CH:3]=1.[C:57](#N)[CH:58]=C.[N:61]12CCCN=C1CCCCC2, predict the reaction product. The product is: [CH2:1]([N:8]1[C:16]2[CH:15]=[CH:14][C:13]3[N:12]([C:57]([CH3:58])=[N:18][N:17]=3)[C:11]=2[CH:10]=[C:9]1[C:33]1[N:34]=[CH:35][N:36]([CH2:38][CH2:39][C:40]#[N:61])[CH:37]=1)[C:2]1[CH:3]=[CH:4][CH:5]=[CH:6][CH:7]=1. (3) Given the reactants [CH:1]1([N:6]2[C:10]3=[N:11][CH:12]=[N:13][C:14]([NH2:15])=[C:9]3[C:8](I)=[N:7]2)[CH2:5][CH2:4][CH2:3][CH2:2]1.[CH2:17]([O:24][C:25]1[CH:26]=[C:27](B(O)O)[CH:28]=[CH:29][CH:30]=1)[C:18]1[CH:23]=[CH:22][CH:21]=[CH:20][CH:19]=1.O.C(=O)([O-])[O-].[Na+].[Na+], predict the reaction product. The product is: [CH2:17]([O:24][C:25]1[CH:30]=[C:29]([C:8]2[C:9]3[C:10](=[N:11][CH:12]=[N:13][C:14]=3[NH2:15])[N:6]([CH:1]3[CH2:5][CH2:4][CH2:3][CH2:2]3)[N:7]=2)[CH:28]=[CH:27][CH:26]=1)[C:18]1[CH:23]=[CH:22][CH:21]=[CH:20][CH:19]=1.